This data is from NCI-60 drug combinations with 297,098 pairs across 59 cell lines. The task is: Regression. Given two drug SMILES strings and cell line genomic features, predict the synergy score measuring deviation from expected non-interaction effect. Drug 1: CC1=C(C(=CC=C1)Cl)NC(=O)C2=CN=C(S2)NC3=CC(=NC(=N3)C)N4CCN(CC4)CCO. Drug 2: CCC1=C2N=C(C=C(N2N=C1)NCC3=C[N+](=CC=C3)[O-])N4CCCCC4CCO. Cell line: NCIH23. Synergy scores: CSS=71.4, Synergy_ZIP=5.15, Synergy_Bliss=4.47, Synergy_Loewe=1.11, Synergy_HSA=7.99.